This data is from Forward reaction prediction with 1.9M reactions from USPTO patents (1976-2016). The task is: Predict the product of the given reaction. Given the reactants [CH3:1][C:2]([CH3:5])([O-])[CH3:3].[K+].CC(P(OC)(O)=O)([C:10]([O-:12])=[O:11])C.CC(C1[CH:26]=[CH:25][C:24]([N:27]2[CH2:32][CH2:31][O:30][CH2:29][CH2:28]2)=[CH:23][CH:22]=1)=O.[CH2:33]1COCC1, predict the reaction product. The product is: [CH3:33][O:12][C:10](=[O:11])[CH:1]=[C:2]([C:5]1[CH:26]=[CH:25][C:24]([N:27]2[CH2:32][CH2:31][O:30][CH2:29][CH2:28]2)=[CH:23][CH:22]=1)[CH3:3].